This data is from Reaction yield outcomes from USPTO patents with 853,638 reactions. The task is: Predict the reaction yield, written as a fraction of the theoretical maximum amount of product (1.0 means a 100% yield; for example, 0.34 means a 34% yield). (1) The reactants are [CH3:1][O:2][C:3]1[CH:4]=[CH:5][C:6]([N+:12]([O-])=O)=[C:7]([CH:11]=1)[C:8]([OH:10])=[O:9]. The catalyst is C1COCC1.[Pd]. The product is [NH2:12][C:6]1[CH:5]=[CH:4][C:3]([O:2][CH3:1])=[CH:11][C:7]=1[C:8]([OH:10])=[O:9]. The yield is 0.980. (2) The reactants are [CH:1]1[C:13]2[CH:12]([CH2:14][O:15][C:16]([N:18]3[CH2:22][CH2:21][CH2:20][C@H:19]3[C:23]([OH:25])=[O:24])=[O:17])[C:11]3[C:6](=[CH:7][CH:8]=[CH:9][CH:10]=3)[C:5]=2[CH:4]=[CH:3][CH:2]=1.C(N(C(C)C)C(C)C)C.Br[CH2:36][C:37]([O:39][C:40]([CH3:43])([CH3:42])[CH3:41])=[O:38]. The catalyst is C(Cl)Cl. The product is [N:18]1([C:16]([O:15][CH2:14][CH:12]2[C:11]3[CH:10]=[CH:9][CH:8]=[CH:7][C:6]=3[C:5]3[C:13]2=[CH:1][CH:2]=[CH:3][CH:4]=3)=[O:17])[CH2:22][CH2:21][CH2:20][C@H:19]1[C:23]([O:25][CH2:36][C:37]([O:39][C:40]([CH3:43])([CH3:42])[CH3:41])=[O:38])=[O:24]. The yield is 0.960.